Dataset: Peptide-MHC class II binding affinity with 134,281 pairs from IEDB. Task: Regression. Given a peptide amino acid sequence and an MHC pseudo amino acid sequence, predict their binding affinity value. This is MHC class II binding data. (1) The peptide sequence is AALDAQAVELTARLN. The MHC is HLA-DQA10501-DQB10201 with pseudo-sequence HLA-DQA10501-DQB10201. The binding affinity (normalized) is 0.513. (2) The peptide sequence is EKKYFAATQAEPLAA. The MHC is HLA-DPA10201-DPB10501 with pseudo-sequence HLA-DPA10201-DPB10501. The binding affinity (normalized) is 0.533. (3) The peptide sequence is GKSTRSTTDSGKVIP. The MHC is DRB1_0901 with pseudo-sequence DRB1_0901. The binding affinity (normalized) is 0.273.